From a dataset of Catalyst prediction with 721,799 reactions and 888 catalyst types from USPTO. Predict which catalyst facilitates the given reaction. (1) Reactant: [CH3:1][N:2]1[CH2:8][CH2:7][CH2:6][CH2:5][C:4]2[CH:9]=[C:10]([NH2:13])[CH:11]=[CH:12][C:3]1=2.Cl[C:15]1[N:20]=[C:19]([NH:21][C:22]2[CH:31]=[CH:30][CH:29]=[CH:28][C:23]=2[C:24]([NH:26][CH3:27])=[O:25])[C:18]([Cl:32])=[CH:17][N:16]=1.C(=O)([O-])[O-]. Product: [Cl:32][C:18]1[C:19]([NH:21][C:22]2[CH:31]=[CH:30][CH:29]=[CH:28][C:23]=2[C:24]([NH:26][CH3:27])=[O:25])=[N:20][C:15]([NH:13][C:10]2[CH:11]=[CH:12][C:3]3[N:2]([CH3:1])[CH2:8][CH2:7][CH2:6][CH2:5][C:4]=3[CH:9]=2)=[N:16][CH:17]=1. The catalyst class is: 28. (2) Reactant: [CH3:1][O:2][C:3](=[O:16])[CH2:4][CH:5]1[C:9]2[CH:10]=[C:11]([CH3:15])[C:12]([OH:14])=[CH:13][C:8]=2[O:7][CH2:6]1.[F:17][C:18]([F:30])([F:29])[C:19]1[CH:27]=[CH:26][CH:25]=[C:24]2[C:20]=1[CH2:21][CH2:22][C@@H:23]2O.C1(P(C2C=CC=CC=2)C2C=CC=CC=2)C=CC=CC=1.C(OC(N=NC(OC(C)(C)C)=O)=O)(C)(C)C. Product: [CH3:1][O:2][C:3](=[O:16])[CH2:4][CH:5]1[C:9]2[CH:10]=[C:11]([CH3:15])[C:12]([O:14][C@H:23]3[C:24]4[C:20](=[C:19]([C:18]([F:17])([F:29])[F:30])[CH:27]=[CH:26][CH:25]=4)[CH2:21][CH2:22]3)=[CH:13][C:8]=2[O:7][CH2:6]1. The catalyst class is: 7. (3) The catalyst class is: 12. Reactant: [F:1][C:2]1[CH:10]=[C:9]2[C:5]([C:6]([C:12]3[N:13]=[C:14]4[C:20]([C:21]([NH:23][CH:24]5[CH2:29][O:28][CH2:27][CH:26]([NH:30]C(=O)[O-])[CH2:25]5)=[O:22])=[CH:19][NH:18][C:15]4=[N:16][CH:17]=3)=[N:7][N:8]2[CH3:11])=[CH:4][CH:3]=1.[ClH:34]. Product: [ClH:34].[NH2:30][CH:26]1[CH2:27][O:28][CH2:29][CH:24]([NH:23][C:21]([C:20]2[C:14]3[C:15](=[N:16][CH:17]=[C:12]([C:6]4[C:5]5[C:9](=[CH:10][C:2]([F:1])=[CH:3][CH:4]=5)[N:8]([CH3:11])[N:7]=4)[N:13]=3)[NH:18][CH:19]=2)=[O:22])[CH2:25]1.